This data is from Forward reaction prediction with 1.9M reactions from USPTO patents (1976-2016). The task is: Predict the product of the given reaction. (1) Given the reactants [CH3:1][C:2]1[C:6]2[CH:7]=[CH:8][CH:9]=[CH:10][C:5]=2[O:4][C:3]=1[C:11]([OH:13])=[O:12].[Li+].CC([N-]C(C)C)C.Br[CH2:23][CH2:24][O:25][C:26]1[C:35]2[C:30](=[CH:31][CH:32]=[CH:33][CH:34]=2)[CH:29]=[CH:28][CH:27]=1, predict the reaction product. The product is: [C:26]1([O:25][CH2:24][CH2:23][CH2:1][C:2]2[C:6]3[CH:7]=[CH:8][CH:9]=[CH:10][C:5]=3[O:4][C:3]=2[C:11]([OH:13])=[O:12])[C:35]2[C:30](=[CH:31][CH:32]=[CH:33][CH:34]=2)[CH:29]=[CH:28][CH:27]=1. (2) Given the reactants [CH3:1][CH:2]([CH3:36])[C@H:3]([NH:31][C:32](=[O:35])[O:33][CH3:34])[C:4]([N:6]1[CH2:10][C@@H:9]([CH3:11])[CH2:8][C@H:7]1[C:12]1[NH:13][CH:14]=[C:15]([C:17]#[C:18][C:19]2[CH:24]=[CH:23][C:22]([C:25]#[C:26][Si](C)(C)C)=[CH:21][CH:20]=2)[N:16]=1)=[O:5].I[C:38]1[N:39]=[C:40]([C@H:43]2[CH2:47][C@H:46]([CH3:48])[CH2:45][N:44]2[C:49]([C@@H:51]([NH:55][C:56](=[O:59])[O:57][CH3:58])[CH:52]([CH3:54])[CH3:53])=[O:50])[NH:41][CH:42]=1.C1CCN2C(=NCCC2)CC1.O, predict the reaction product. The product is: [CH3:58][O:57][C:56]([NH:55][C@@H:51]([CH:52]([CH3:54])[CH3:53])[C:49]([N:44]1[CH2:45][C@@H:46]([CH3:48])[CH2:47][C@H:43]1[C:40]1[NH:41][CH:42]=[C:38]([C:26]#[C:25][C:22]2[CH:23]=[CH:24][C:19]([C:18]#[C:17][C:15]3[N:16]=[C:12]([C@H:7]4[CH2:8][C@H:9]([CH3:11])[CH2:10][N:6]4[C:4]([C@@H:3]([NH:31][C:32](=[O:35])[O:33][CH3:34])[CH:2]([CH3:36])[CH3:1])=[O:5])[NH:13][CH:14]=3)=[CH:20][CH:21]=2)[N:39]=1)=[O:50])=[O:59]. (3) Given the reactants [CH3:1][C:2]1[CH:7]=[CH:6][C:5]([O:8][C:9]2[N:14]=[CH:13][C:12]([NH:15][C:16](=[O:20])[C@@H:17]([CH3:19])[NH2:18])=[CH:11][CH:10]=2)=[CH:4][C:3]=1[O:21][CH3:22].Cl[C:24](Cl)([O:26]C(=O)OC(Cl)(Cl)Cl)Cl, predict the reaction product. The product is: [CH3:19][C@H:17]1[NH:18][C:24](=[O:26])[N:15]([C:12]2[CH:13]=[N:14][C:9]([O:8][C:5]3[CH:6]=[CH:7][C:2]([CH3:1])=[C:3]([O:21][CH3:22])[CH:4]=3)=[CH:10][CH:11]=2)[C:16]1=[O:20].